This data is from Reaction yield outcomes from USPTO patents with 853,638 reactions. The task is: Predict the reaction yield, written as a fraction of the theoretical maximum amount of product (1.0 means a 100% yield; for example, 0.34 means a 34% yield). (1) The reactants are [CH3:1][CH2:2][NH:3][C:4]([C@H:6]1[O:10][C@@H:9]([N:11]2[C:15]3[N:16]=[C:17]([C:21]#[C:22][CH2:23][CH:24]4[CH2:29][CH2:28][CH:27]([C:30]([O:32]C)=O)[CH2:26][CH2:25]4)[N:18]=[C:19]([NH2:20])[C:14]=3[N:13]=[CH:12]2)[C@H:8]([OH:34])[C@@H:7]1[OH:35])=[O:5].CO.[NH3:38]. No catalyst specified. The product is [CH2:2]([NH:3][C:4]([CH:6]1[CH:7]([OH:35])[CH:8]([OH:34])[CH:9]([N:11]2[CH:12]=[N:13][C:14]3[C:15]2=[N:16][C:17]([C:21]#[C:22][CH2:23][CH:24]2[CH2:25][CH2:26][CH:27]([C:30](=[O:32])[NH2:38])[CH2:28][CH2:29]2)=[N:18][C:19]=3[NH2:20])[O:10]1)=[O:5])[CH3:1]. The yield is 0.830. (2) The reactants are C(O[CH:5]([CH2:12][CH3:13])[CH:6]([N+]([O-])=O)[CH2:7][CH3:8])(=O)C.[N+:14]([CH2:16][C:17]([O:19][CH2:20][CH3:21])=[O:18])#[C-:15].C1CCN2C(=NCCC2)CC1.Cl. The catalyst is C1COCC1. The product is [CH2:12]([C:5]1[C:6]([CH2:7][CH3:8])=[CH:15][NH:14][C:16]=1[C:17]([O:19][CH2:20][CH3:21])=[O:18])[CH3:13]. The yield is 0.940. (3) The reactants are [CH3:1][CH2:2][O:3][C:4]([NH:6][C:7]1[CH:12]=[CH:11][C:10]([NH:13][CH2:14][C:15]2[CH:20]=[CH:19][C:18]([F:21])=[CH:17][CH:16]=2)=[N:9][C:8]=1[NH2:22])=[O:5].C(/C(O)=O)=C/C(O)=O.C(=O)(O)[O-].[Na+]. The catalyst is C(OCC)C. The product is [CH3:1][CH2:2][O:3][C:4]([NH:6][C:7]1[CH:12]=[CH:11][C:10]([NH:13][CH2:14][C:15]2[CH:20]=[CH:19][C:18]([F:21])=[CH:17][CH:16]=2)=[N:9][C:8]=1[NH2:22])=[O:5]. The yield is 1.02. (4) The reactants are C(N(C(C)C)CC)(C)C.[CH2:10]([O:12][C:13]([C:15]1[CH:16]=[N:17][N:18]([C:20]2[N:24]([CH2:25][O:26][CH2:27][CH2:28][O:29][CH3:30])[C:23]3[CH:31]=[C:32]([Cl:36])[C:33]([NH2:35])=[CH:34][C:22]=3[N:21]=2)[CH:19]=1)=[O:14])[CH3:11].NC1C(Cl)=CC2NC(N3C=C(C(O)=O)C=N3)=NC=2C=1.[Br:56][CH2:57][C:58](Br)=[O:59]. The catalyst is CCOC(C)=O.O.C1COCC1. The product is [CH2:10]([O:12][C:13]([C:15]1[CH:16]=[N:17][N:18]([C:20]2[N:24]([CH2:25][O:26][CH2:27][CH2:28][O:29][CH3:30])[C:23]3[CH:31]=[C:32]([Cl:36])[C:33]([NH:35][C:58](=[O:59])[CH2:57][Br:56])=[CH:34][C:22]=3[N:21]=2)[CH:19]=1)=[O:14])[CH3:11]. The yield is 0.420. (5) The product is [C:2]([N:6]1[C:18]([CH3:19])=[C:12]([C:13]([O:15][CH2:16][CH3:17])=[O:14])[CH:11]=[N:7]1)([CH3:5])([CH3:4])[CH3:3]. The catalyst is C(O)C.CCOCC. The reactants are Cl.[C:2]([NH:6][NH2:7])([CH3:5])([CH3:4])[CH3:3].CN([CH:11]=[C:12]([C:18](=O)[CH3:19])[C:13]([O:15][CH2:16][CH3:17])=[O:14])C. The yield is 0.650.